This data is from Catalyst prediction with 721,799 reactions and 888 catalyst types from USPTO. The task is: Predict which catalyst facilitates the given reaction. (1) Reactant: [C:1]1([NH:11][C:12](=[O:18])[CH2:13][CH2:14][C:15]([OH:17])=O)[C:10]2[C:5](=[CH:6][CH:7]=[CH:8][CH:9]=2)[CH:4]=[CH:3][CH:2]=1.C1CCC(N=C=NC2CCCCC2)CC1.[NH2:34][CH2:35][CH2:36][C:37]([OH:39])=[O:38]. Product: [C:1]1([NH:11][C:12](=[O:18])[CH2:13][CH2:14][C:15]([NH:34][CH2:35][CH2:36][C:37]([OH:39])=[O:38])=[O:17])[C:10]2[C:5](=[CH:6][CH:7]=[CH:8][CH:9]=2)[CH:4]=[CH:3][CH:2]=1. The catalyst class is: 12. (2) Reactant: [H-].[Na+].[Cl:3][C:4]1[CH:5]=[C:6]([OH:12])[C:7](=[CH:9][C:10]=1[Cl:11])[OH:8].C([O:17][C:18](=[O:21])[CH2:19]Br)(C)(C)C.C(=O)([O-])[O-].[K+].[K+].[CH3:28][S:29]([C:32]1[CH:37]=[CH:36][C:35](F)=[C:34]([Cl:39])[CH:33]=1)(=[O:31])=[O:30]. Product: [Cl:3][C:4]1[C:10]([Cl:11])=[CH:9][C:7]([O:8][CH2:19][C:18]([OH:17])=[O:21])=[C:6]([O:12][C:35]2[CH:36]=[CH:37][C:32]([S:29]([CH3:28])(=[O:31])=[O:30])=[CH:33][C:34]=2[Cl:39])[CH:5]=1. The catalyst class is: 3. (3) Reactant: [N:1]1([NH:7][C:8]([C:10]2[N:11]=[C:12]([C:23]3[CH:28]=[CH:27][C:26]([Cl:29])=[CH:25][C:24]=3[Cl:30])[N:13]([C:16]3[CH:21]=[CH:20][C:19]([OH:22])=[CH:18][CH:17]=3)[C:14]=2[CH3:15])=[O:9])[CH2:6][CH2:5][CH2:4][CH2:3][CH2:2]1.C(N(CC)CC)C.[CH2:38]([S:41](Cl)(=[O:43])=[O:42])[CH2:39][CH3:40].O. The catalyst class is: 2. Product: [Cl:30][C:24]1[CH:25]=[C:26]([Cl:29])[CH:27]=[CH:28][C:23]=1[C:12]1[N:13]([C:16]2[CH:17]=[CH:18][C:19]([O:22][S:41]([CH2:38][CH2:39][CH3:40])(=[O:43])=[O:42])=[CH:20][CH:21]=2)[C:14]([CH3:15])=[C:10]([C:8](=[O:9])[NH:7][N:1]2[CH2:6][CH2:5][CH2:4][CH2:3][CH2:2]2)[N:11]=1. (4) Reactant: [NH2:1][C:2]([NH:4][C:5]1[CH:9]=[C:8]([C:10]2[CH:15]=[CH:14][CH:13]=[CH:12][CH:11]=2)[S:7][C:6]=1[S:16]([NH:19][C@H:20]1[CH2:25][CH2:24][CH2:23][N:22](C(OC(C)(C)C)=O)[CH2:21]1)(=[O:18])=[O:17])=[O:3].[ClH:33]. Product: [NH:22]1[CH2:23][CH2:24][CH2:25][C@H:20]([NH:19][S:16]([C:6]2[S:7][C:8]([C:10]3[CH:15]=[CH:14][CH:13]=[CH:12][CH:11]=3)=[CH:9][C:5]=2[NH:4][C:2]([NH2:1])=[O:3])(=[O:17])=[O:18])[CH2:21]1.[ClH:33]. The catalyst class is: 5. (5) Reactant: [CH2:1]([O:5][CH2:6][CH2:7][O:8][C:9]1[CH:14]=[CH:13][C:12]([C:15]2[CH:20]=[CH:19][C:18]([N:21]3[CH2:25][CH2:24][CH2:23][CH:22]3[CH3:26])=[C:17](/[CH:27]=[CH:28]/[C:29]([O:31]CC)=[O:30])[CH:16]=2)=[CH:11][CH:10]=1)[CH2:2][CH2:3][CH3:4].[OH-].[Na+].Cl. Product: [CH2:1]([O:5][CH2:6][CH2:7][O:8][C:9]1[CH:10]=[CH:11][C:12]([C:15]2[CH:20]=[CH:19][C:18]([N:21]3[CH2:25][CH2:24][CH2:23][CH:22]3[CH3:26])=[C:17](/[CH:27]=[CH:28]/[C:29]([OH:31])=[O:30])[CH:16]=2)=[CH:13][CH:14]=1)[CH2:2][CH2:3][CH3:4]. The catalyst class is: 353. (6) Reactant: [Si:1]([O:8][CH2:9][C:10]1[N:15]=[CH:14][C:13]2[N:16]([C:19]3[S:23][C:22]([C:24]([O:26][CH3:27])=[O:25])=[C:21]([OH:28])[CH:20]=3)[CH:17]=[N:18][C:12]=2[CH:11]=1)([C:4]([CH3:7])([CH3:6])[CH3:5])([CH3:3])[CH3:2].[Si](OCC1N=CC2N=CN(C3SC(C(OC)=O)=C(O)C=3)C=2C=1)(C(C)(C)C)(C)C.C([O-])([O-])=O.[K+].[K+].Br[CH:64]([C:66]1[CH:71]=[CH:70][CH:69]=[CH:68][C:67]=1[C:72]([F:75])([F:74])[F:73])[CH3:65]. Product: [Si:1]([O:8][CH2:9][C:10]1[N:15]=[CH:14][C:13]2[N:16]([C:19]3[S:23][C:22]([C:24]([O:26][CH3:27])=[O:25])=[C:21]([O:28][CH:64]([C:66]4[CH:71]=[CH:70][CH:69]=[CH:68][C:67]=4[C:72]([F:73])([F:74])[F:75])[CH3:65])[CH:20]=3)[CH:17]=[N:18][C:12]=2[CH:11]=1)([C:4]([CH3:5])([CH3:6])[CH3:7])([CH3:2])[CH3:3]. The catalyst class is: 9.